Predict which catalyst facilitates the given reaction. From a dataset of Catalyst prediction with 721,799 reactions and 888 catalyst types from USPTO. (1) Reactant: ClC(Cl)(OC(=O)[O:6][C:7]([Cl:10])(Cl)Cl)Cl.[N:13]1([C:19](=[O:21])[CH3:20])[CH2:18][CH2:17][NH:16][CH2:15][CH2:14]1.N1C=CC=CC=1. Product: [C:19]([N:13]1[CH2:18][CH2:17][N:16]([C:7]([Cl:10])=[O:6])[CH2:15][CH2:14]1)(=[O:21])[CH3:20]. The catalyst class is: 2. (2) Reactant: Cl.Cl.[CH2:3]([NH:12][C:13](=[NH:26])[NH:14][C:15](=[N:18][CH2:19][C:20]1C=CC=CC=1)[NH:16][CH3:17])[CH2:4][CH2:5][CH2:6][CH2:7][CH2:8][CH2:9][CH2:10][CH3:11].[CH2:27]([OH:29])[CH3:28].[C:30]12([CH2:40]S(O)(=O)=O)C(C)(C)[CH:34]([CH2:35][CH2:36]1)[CH2:33][C:31]2=[O:32]. Product: [C:27]([OH:32])(=[O:29])[CH3:28].[CH3:27][C:19]1([CH3:20])[NH:18][C:15]([N:16]([CH2:40][C:30]2[CH:31]=[CH:33][CH:34]=[CH:35][CH:36]=2)[CH3:17])=[N:14][C:13]([NH:12][CH2:3][CH2:4][CH2:5][CH2:6][CH2:7][CH2:8][CH2:9][CH2:10][CH3:11])=[N:26]1. The catalyst class is: 21. (3) Reactant: [Li+].C[Si]([N-][Si](C)(C)C)(C)C.[F:11][C:12]1[CH:19]=[C:18]([C:20]2[O:24][CH:23]=[N:22][CH:21]=2)[CH:17]=[CH:16][C:13]=1[C:14]#[N:15].[Cl:25]C(Cl)(Cl)C(Cl)(Cl)Cl. Product: [Cl:25][C:23]1[O:24][C:20]([C:18]2[CH:17]=[CH:16][C:13]([C:14]#[N:15])=[C:12]([F:11])[CH:19]=2)=[CH:21][N:22]=1. The catalyst class is: 1. (4) Reactant: [Br:1][C:2]1[CH:7]=[CH:6][C:5]([CH:8](Cl)[CH3:9])=[CH:4][CH:3]=1.[CH3:11][S:12]([N:15]1[CH2:20][CH2:19][NH:18][CH2:17][CH2:16]1)(=[O:14])=[O:13].C(N(C(C)C)CC)(C)C. Product: [Br:1][C:2]1[CH:7]=[CH:6][C:5]([CH:8]([N:18]2[CH2:19][CH2:20][N:15]([S:12]([CH3:11])(=[O:14])=[O:13])[CH2:16][CH2:17]2)[CH3:9])=[CH:4][CH:3]=1. The catalyst class is: 10.